The task is: Predict the product of the given reaction.. This data is from Forward reaction prediction with 1.9M reactions from USPTO patents (1976-2016). (1) Given the reactants BrC1C=CC2SC(CCCO)=C(C)C=2C=1.[CH3:16][C:17]1[C:21]2[CH:22]=[C:23]([C:26]([F:29])([F:28])[F:27])[CH:24]=[CH:25][C:20]=2[S:19][C:18]=1[CH2:30][CH2:31][C:32](OCC)=[O:33], predict the reaction product. The product is: [CH3:16][C:17]1[C:21]2[CH:22]=[C:23]([C:26]([F:29])([F:27])[F:28])[CH:24]=[CH:25][C:20]=2[S:19][C:18]=1[CH2:30][CH2:31][CH2:32][OH:33]. (2) The product is: [Cl:32][C:27]1[CH:26]=[C:25]([NH:24][C:11]2[C:10]3[C:15](=[CH:16][C:17]([O:18][C@H:19]4[CH2:23][CH2:22][O:21][CH2:20]4)=[C:8]([NH:7][C:5](=[O:6])/[CH:4]=[CH:3]/[CH2:2][N:49]4[CH2:48][C@H:47]5[O:42][CH2:43][CH2:44][O:45][C@H:46]5[CH2:50]4)[CH:9]=3)[N:14]=[CH:13][N:12]=2)[CH:30]=[CH:29][C:28]=1[F:31]. Given the reactants Br[CH2:2]/[CH:3]=[CH:4]/[C:5]([NH:7][C:8]1[CH:9]=[C:10]2[C:15](=[CH:16][C:17]=1[O:18][C@H:19]1[CH2:23][CH2:22][O:21][CH2:20]1)[N:14]=[CH:13][N:12]=[C:11]2[NH:24][C:25]1[CH:30]=[CH:29][C:28]([F:31])=[C:27]([Cl:32])[CH:26]=1)=[O:6].C(N(C(C)C)CC)(C)C.[O:42]1[C@H:47]2[CH2:48][NH:49][CH2:50][C@H:46]2[O:45][CH2:44][CH2:43]1.O, predict the reaction product.